From a dataset of Full USPTO retrosynthesis dataset with 1.9M reactions from patents (1976-2016). Predict the reactants needed to synthesize the given product. (1) Given the product [CH3:3][N:4]([C:13]1[CH:14]=[C:15]([C:19]2[CH:24]=[CH:23][C:22]([CH2:25][CH2:26][C:27]([OH:29])=[O:28])=[CH:21][C:20]=2[O:31][CH2:32][CH2:33][CH2:34][CH2:35][CH3:36])[CH:16]=[CH:17][CH:18]=1)[C:5]([NH:7][CH2:8][CH2:9][CH2:10][CH2:11][CH3:12])=[O:6], predict the reactants needed to synthesize it. The reactants are: [OH-].[Na+].[CH3:3][N:4]([C:13]1[CH:14]=[C:15]([C:19]2[CH:24]=[CH:23][C:22]([CH2:25][CH2:26][C:27]([O:29]C)=[O:28])=[CH:21][C:20]=2[O:31][CH2:32][CH2:33][CH2:34][CH2:35][CH3:36])[CH:16]=[CH:17][CH:18]=1)[C:5]([NH:7][CH2:8][CH2:9][CH2:10][CH2:11][CH3:12])=[O:6]. (2) The reactants are: [C:1]([O:5][C:6](=[O:22])[NH:7][C:8]1[CH:13]=[CH:12][C:11]([C:14]2[CH:19]=[CH:18][CH:17]=[CH:16][C:15]=2[F:20])=[CH:10][C:9]=1[NH2:21])([CH3:4])([CH3:3])[CH3:2].C([O:25][C:26](=O)[CH2:27][C:28]([C:30]1[CH:35]=[C:34]([C:36]#[N:37])[CH:33]=[CH:32][C:31]=1[F:38])=[O:29])C. Given the product [C:1]([O:5][C:6](=[O:22])[NH:7][C:8]1[CH:13]=[CH:12][C:11]([C:14]2[CH:19]=[CH:18][CH:17]=[CH:16][C:15]=2[F:20])=[CH:10][C:9]=1[NH:21][C:26](=[O:25])[CH2:27][C:28]([C:30]1[CH:35]=[C:34]([C:36]#[N:37])[CH:33]=[CH:32][C:31]=1[F:38])=[O:29])([CH3:4])([CH3:2])[CH3:3], predict the reactants needed to synthesize it. (3) Given the product [NH:24]=[S:17]([CH3:16])([N:19]1[CH2:23][CH2:22][CH2:21][CH2:20]1)=[O:18], predict the reactants needed to synthesize it. The reactants are: [C-]1C2C(=CC3C(C=2)=CC=CC=3)C=CC=1.[Na+].[CH3:16][S:17](=[N:24]S(C1C=CC(C)=CC=1)(=O)=O)([N:19]1[CH2:23][CH2:22][CH2:21][CH2:20]1)=[O:18]. (4) Given the product [NH2:21][C:20]1[C:8]2[C:7](=[O:22])[N:6]([CH:4]([CH:1]3[CH2:3][CH2:2]3)[CH3:5])[CH:11]=[C:10]([C:12]3[CH:16]=[CH:15][N:14]([CH3:17])[N:13]=3)[C:9]=2[NH:25][N:24]=1, predict the reactants needed to synthesize it. The reactants are: [CH:1]1([CH:4]([N:6]2[CH:11]=[C:10]([C:12]3[CH:16]=[CH:15][N:14]([CH3:17])[N:13]=3)[C:9](OC)=[C:8]([C:20]#[N:21])[C:7]2=[O:22])[CH3:5])[CH2:3][CH2:2]1.O.[NH2:24][NH2:25].